Dataset: Forward reaction prediction with 1.9M reactions from USPTO patents (1976-2016). Task: Predict the product of the given reaction. Given the reactants [CH:1]1([NH:4][C:5]([C@@H:7]2[C@@H:11]([OH:12])[CH2:10][CH2:9][NH:8]2)=O)[CH2:3][CH2:2]1.[H-].[H-].[H-].[H-].[Li+].[Al+3], predict the reaction product. The product is: [CH:1]1([NH:4][CH2:5][C@@H:7]2[C@@H:11]([OH:12])[CH2:10][CH2:9][NH:8]2)[CH2:3][CH2:2]1.